From a dataset of Full USPTO retrosynthesis dataset with 1.9M reactions from patents (1976-2016). Predict the reactants needed to synthesize the given product. (1) Given the product [CH3:1][C:2]1([C:4]2[N:5]=[N:6][C:7]([N:10]3[CH:14]=[N:13][N:12]=[N:11]3)=[CH:8][CH:9]=2)[CH2:3][O:18]1, predict the reactants needed to synthesize it. The reactants are: [CH2:1]=[C:2]([C:4]1[N:5]=[N:6][C:7]([N:10]2[CH:14]=[N:13][N:12]=[N:11]2)=[CH:8][CH:9]=1)[CH3:3].C1C(=O)N(Br)C(=[O:18])C1.C(O)(C)(C)C.[OH-].[Na+]. (2) Given the product [C:1]([C@@H:4]1[NH:8][C@H:7]([C:13]([O:15][CH3:16])=[O:14])[CH2:6][CH2:5]1)#[C:2][CH3:3].[NH3:8], predict the reactants needed to synthesize it. The reactants are: [C:1]([C@@H:4]1[N:8](C(OC)=O)[C@H:7]([C:13]([O:15][CH3:16])=[O:14])[CH2:6][CH2:5]1)#[C:2][CH3:3].I[Si](C)(C)C. (3) Given the product [F:1][C:2]1[CH:7]=[C:6]([F:8])[CH:5]=[CH:4][C:3]=1[C:9](=[CH2:15])[CH2:10][CH2:11][C:12]([N:30]1[C@H:29]([C:23]2[CH:28]=[CH:27][CH:26]=[CH:25][CH:24]=2)[CH2:33][O:32][C:31]1=[O:34])=[O:14], predict the reactants needed to synthesize it. The reactants are: [F:1][C:2]1[CH:7]=[C:6]([F:8])[CH:5]=[CH:4][C:3]=1[C:9](=[CH2:15])[CH2:10][CH2:11][C:12]([OH:14])=O.C(Cl)(=O)C(C)(C)C.[C:23]1([C@@H:29]2[CH2:33][O:32][C:31](=[O:34])[NH:30]2)[CH:28]=[CH:27][CH:26]=[CH:25][CH:24]=1.S(=O)(=O)(O)O. (4) Given the product [C:1]([O:5][C:6]([N:7]1[CH2:8][C:9]2[C:12](=[CH:13][CH:18]=[C:17]([CH2:16][C:15]([OH:20])=[O:19])[CH:10]=2)[CH2:11]1)=[O:14])([CH3:4])([CH3:3])[CH3:2], predict the reactants needed to synthesize it. The reactants are: [C:1]([O:5][C:6](=[O:14])[N:7]([CH2:11][C:12]#[CH:13])[CH2:8][C:9]#[CH:10])([CH3:4])([CH3:3])[CH3:2].[C:15]([OH:20])(=[O:19])[CH2:16][C:17]#[CH:18]. (5) The reactants are: [CH3:1][C:2]1[N:3](C(C2C=CC=CC=2)(C2C=CC=CC=2)C2C=CC=CC=2)[CH:4]=[C:5]([C:7]2[S:8][CH:9]=[CH:10][C:11]=2[NH:12][C:13](=[O:26])[CH2:14][N:15]2[C:24]3[C:19](=[CH:20][CH:21]=[CH:22][CH:23]=3)[CH2:18][CH2:17][C:16]2=[O:25])[N:6]=1. Given the product [CH3:1][C:2]1[NH:3][CH:4]=[C:5]([C:7]2[S:8][CH:9]=[CH:10][C:11]=2[NH:12][C:13](=[O:26])[CH2:14][N:15]2[C:24]3[C:19](=[CH:20][CH:21]=[CH:22][CH:23]=3)[CH2:18][CH2:17][C:16]2=[O:25])[N:6]=1, predict the reactants needed to synthesize it.